From a dataset of Full USPTO retrosynthesis dataset with 1.9M reactions from patents (1976-2016). Predict the reactants needed to synthesize the given product. (1) Given the product [Br:1][C:2]1[CH:7]=[N:6][C:5]([C:35]#[N:36])=[C:4]2[NH:8][CH:9]=[CH:10][C:3]=12, predict the reactants needed to synthesize it. The reactants are: [Br:1][C:2]1[CH:7]=[N:6][CH:5]=[C:4]2[NH:8][CH:9]=[CH:10][C:3]=12.ClC1C=C(C=CC=1)C(OO)=O.C(O)(=O)C1C=CC=CC=1.C[Si]([C:35]#[N:36])(C)C. (2) Given the product [C:1]([N:5]1[CH2:10][CH:9]2[C:7]([C:12]3[CH:17]=[CH:16][C:15]([Cl:18])=[C:14]([Cl:19])[CH:13]=3)([CH2:8]2)[C:6]1=[O:20])([CH3:4])([CH3:2])[CH3:3], predict the reactants needed to synthesize it. The reactants are: [C:1]([N:5]1[C:10](=O)[CH:9]2[C:7]([C:12]3[CH:17]=[CH:16][C:15]([Cl:18])=[C:14]([Cl:19])[CH:13]=3)([CH2:8]2)[C:6]1=[O:20])([CH3:4])([CH3:3])[CH3:2].B.C(OCC)(=O)C. (3) The reactants are: [I:1][C:2]1[CH:3]=[C:4]2[C:8](=[CH:9][CH:10]=1)[NH:7][C:6](=[O:11])[C:5]2=O.[NH:13]([C:15]([C:17]1[CH:22]=[CH:21][C:20]([NH:23][C:24]([C:26]2[O:27][CH:28]=[CH:29][CH:30]=2)=[O:25])=[CH:19][CH:18]=1)=[O:16])[NH2:14]. Given the product [I:1][C:2]1[CH:3]=[C:4]2[C:8](=[CH:9][CH:10]=1)[NH:7][C:6](=[O:11])[C:5]2=[N:14][NH:13][C:15]([C:17]1[CH:18]=[CH:19][C:20]([NH:23][C:24]([C:26]2[O:27][CH:28]=[CH:29][CH:30]=2)=[O:25])=[CH:21][CH:22]=1)=[O:16], predict the reactants needed to synthesize it. (4) Given the product [CH2:1]([C:5]1[C:10]([CH3:11])=[N:9][C:8]([Cl:12])=[N:7][C:6]=1[C:14]1[CH:19]=[CH:18][CH:17]=[CH:16][CH:15]=1)[CH2:2][CH2:3][CH3:4], predict the reactants needed to synthesize it. The reactants are: [CH2:1]([C:5]1[C:6](Cl)=[N:7][C:8]([Cl:12])=[N:9][C:10]=1[CH3:11])[CH2:2][CH2:3][CH3:4].[C:14]1(B(O)O)[CH:19]=[CH:18][CH:17]=[CH:16][CH:15]=1.C([O-])([O-])=O.[Na+].[Na+]. (5) Given the product [Br:1][C:2]1[N:7]=[C:6]([CH2:8][N:33]2[C:29](=[O:39])[C:30]3[C:31](=[CH:35][CH:36]=[CH:37][CH:38]=3)[C:32]2=[O:34])[CH:5]=[CH:4][CH:3]=1, predict the reactants needed to synthesize it. The reactants are: [Br:1][C:2]1[N:7]=[C:6]([CH2:8]O)[CH:5]=[CH:4][CH:3]=1.C1(P(C2C=CC=CC=2)C2C=CC=CC=2)C=CC=CC=1.[C:29]1(=[O:39])[NH:33][C:32](=[O:34])[C:31]2=[CH:35][CH:36]=[CH:37][CH:38]=[C:30]12.CCOC(/N=N/C(OCC)=O)=O. (6) Given the product [Cl:1][C:2]1[CH:3]=[C:4]([C:10](=[O:17])[C:11]#[C:12][C:13]([OH:15])([CH3:14])[CH3:16])[CH:5]=[CH:6][C:7]=1[O:8][CH3:9], predict the reactants needed to synthesize it. The reactants are: [Cl:1][C:2]1[CH:3]=[C:4]([CH:10]([OH:17])[C:11]#[C:12][C:13]([CH3:16])([OH:15])[CH3:14])[CH:5]=[CH:6][C:7]=1[O:8][CH3:9].